This data is from Forward reaction prediction with 1.9M reactions from USPTO patents (1976-2016). The task is: Predict the product of the given reaction. Given the reactants [C:1]1([CH3:12])[CH:6]=[CH:5][C:4]([C:7]2[N:11]=[CH:10][NH:9][N:8]=2)=[CH:3][CH:2]=1.[F:13][C:14]([O:20][C:21]1[CH:26]=[CH:25][C:24](Br)=[CH:23][CH:22]=1)([F:19])[C:15]([F:18])([F:17])[F:16].C([O-])([O-])=O.[Cs+].[Cs+].OC1C=CC=C2C=1N=CC=C2.Cl, predict the reaction product. The product is: [F:13][C:14]([F:19])([O:20][C:21]1[CH:22]=[CH:23][C:24]([N:9]2[CH:10]=[N:11][C:7]([C:4]3[CH:3]=[CH:2][C:1]([CH3:12])=[CH:6][CH:5]=3)=[N:8]2)=[CH:25][CH:26]=1)[C:15]([F:16])([F:18])[F:17].